Dataset: Catalyst prediction with 721,799 reactions and 888 catalyst types from USPTO. Task: Predict which catalyst facilitates the given reaction. (1) Reactant: C([O:5][C:6](=O)[CH2:7][CH2:8][C:9]1[CH:14]=[C:13]([O:15][CH2:16][CH2:17][O:18][CH3:19])[CH:12]=[CH:11][C:10]=1[Br:20])(C)(C)C.CC(C[AlH]CC(C)C)C. Product: [Br:20][C:10]1[CH:11]=[CH:12][C:13]([O:15][CH2:16][CH2:17][O:18][CH3:19])=[CH:14][C:9]=1[CH2:8][CH2:7][CH2:6][OH:5]. The catalyst class is: 11. (2) Reactant: Cl.Cl[CH2:3][CH2:4][N:5]1[CH2:9][CH2:8][CH2:7][CH2:6]1.[N+:10]([C:13]1[CH:14]=[C:15]2[C:19](=[CH:20][CH:21]=1)[NH:18][CH:17]=[CH:16]2)([O-:12])=[O:11].[H-].[Na+]. Product: [N+:10]([C:13]1[CH:14]=[C:15]2[C:19](=[CH:20][CH:21]=1)[N:18]([CH2:3][CH2:4][N:5]1[CH2:9][CH2:8][CH2:7][CH2:6]1)[CH:17]=[CH:16]2)([O-:12])=[O:11]. The catalyst class is: 18. (3) Reactant: [Cl:1][C:2]1[N:3]=[C:4]([O:20][CH:21]2[CH2:25][CH2:24][CH2:23][CH2:22]2)[C:5]2[C:10](I)=[CH:9][N:8]([CH2:12][O:13][CH2:14][CH2:15][Si:16]([CH3:19])([CH3:18])[CH3:17])[C:6]=2[N:7]=1.[CH3:26][C:27]1[O:28][C:29]2[CH:35]=[C:34](B3OC(C)(C)C(C)(C)O3)[CH:33]=[CH:32][C:30]=2[N:31]=1.P([O-])([O-])([O-])=O.[K+].[K+].[K+].O. Product: [Cl:1][C:2]1[N:3]=[C:4]([O:20][CH:21]2[CH2:25][CH2:24][CH2:23][CH2:22]2)[C:5]2[C:10]([C:34]3[CH:33]=[CH:32][C:30]4[N:31]=[C:27]([CH3:26])[O:28][C:29]=4[CH:35]=3)=[CH:9][N:8]([CH2:12][O:13][CH2:14][CH2:15][Si:16]([CH3:19])([CH3:18])[CH3:17])[C:6]=2[N:7]=1. The catalyst class is: 12. (4) Reactant: [Na].[CH2:2]([SH:9])[C:3]1[CH:8]=[CH:7][CH:6]=[CH:5][CH:4]=1.[CH3:10][S:11]([C:14]1[CH:19]=[CH:18][CH:17]=[CH:16][C:15]=1Cl)(=[O:13])=[O:12].Cl. Product: [CH2:2]([S:9][C:15]1[CH:16]=[CH:17][CH:18]=[CH:19][C:14]=1[S:11]([CH3:10])(=[O:13])=[O:12])[C:3]1[CH:8]=[CH:7][CH:6]=[CH:5][CH:4]=1. The catalyst class is: 5. (5) Reactant: C(N(CC)CC)C.[CH:8]([C:10]1[C:18]2[C:13](=[CH:14][CH:15]=[CH:16][CH:17]=2)[N:12](C(OC(C)(C)C)=O)[CH:11]=1)=[O:9].[CH3:26][N:27]([CH3:47])[CH2:28][CH2:29][O:30][C:31]1[CH:46]=[CH:45][C:34]([CH:35]=[N:36][C:37]2[CH:42]=[CH:41][CH:40]=[C:39]([O:43][CH3:44])[CH:38]=2)=[CH:33][CH:32]=1. Product: [CH3:26][N:27]([CH3:47])[CH2:28][CH2:29][O:30][C:31]1[CH:32]=[CH:33][C:34]([CH:35]([NH:36][C:37]2[CH:42]=[CH:41][CH:40]=[C:39]([O:43][CH3:44])[CH:38]=2)[C:8]([C:10]2[C:18]3[C:13](=[CH:14][CH:15]=[CH:16][CH:17]=3)[NH:12][CH:11]=2)=[O:9])=[CH:45][CH:46]=1. The catalyst class is: 433. (6) Reactant: [F:1][CH:2]([F:14])[C:3]1[NH:7][C:6]2[CH:8]=[CH:9][CH:10]=[C:11]([O:12][CH3:13])[C:5]=2[N:4]=1.Cl[C:16]1[N:21]=[C:20]2[N:22]([CH:25]3[CH2:30][CH2:29][N:28]([C:31]([O:33][C:34]([CH3:37])([CH3:36])[CH3:35])=[O:32])[CH2:27][CH2:26]3)[N:23]=[CH:24][C:19]2=[C:18]([N:38]2[CH2:43][CH2:42][O:41][CH2:40][CH2:39]2)[N:17]=1.C([O-])([O-])=O.[K+].[K+].C(Cl)Cl.CCOC(C)=O. Product: [F:14][CH:2]([F:1])[C:3]1[N:7]([C:16]2[N:21]=[C:20]3[N:22]([CH:25]4[CH2:26][CH2:27][N:28]([C:31]([O:33][C:34]([CH3:37])([CH3:36])[CH3:35])=[O:32])[CH2:29][CH2:30]4)[N:23]=[CH:24][C:19]3=[C:18]([N:38]3[CH2:39][CH2:40][O:41][CH2:42][CH2:43]3)[N:17]=2)[C:6]2[CH:8]=[CH:9][CH:10]=[C:11]([O:12][CH3:13])[C:5]=2[N:4]=1. The catalyst class is: 58. (7) Reactant: Br[CH2:2][CH2:3][O:4][C:5]1[CH:10]=[CH:9][C:8]([C:11]2[N:15]=[C:14]([C:16]3[CH:17]=[CH:18][C:19]([O:24][CH:25]([CH3:27])[CH3:26])=[C:20]([CH:23]=3)[C:21]#[N:22])[O:13][N:12]=2)=[C:7]([CH2:28][CH3:29])[CH:6]=1.[CH3:30][NH2:31]. Product: [CH2:28]([C:7]1[CH:6]=[C:5]([O:4][CH2:3][CH2:2][NH:31][CH3:30])[CH:10]=[CH:9][C:8]=1[C:11]1[N:15]=[C:14]([C:16]2[CH:17]=[CH:18][C:19]([O:24][CH:25]([CH3:27])[CH3:26])=[C:20]([CH:23]=2)[C:21]#[N:22])[O:13][N:12]=1)[CH3:29]. The catalyst class is: 7. (8) Reactant: [OH:1][CH:2]1[CH2:5][N:4]([C:6]([O:8][C:9]([CH3:12])([CH3:11])[CH3:10])=[O:7])[CH2:3]1.CS(C)=O.C(N(CC)CC)C. Product: [O:1]=[C:2]1[CH2:5][N:4]([C:6]([O:8][C:9]([CH3:12])([CH3:11])[CH3:10])=[O:7])[CH2:3]1. The catalyst class is: 2. (9) Reactant: CN(C(ON1N=NC2C=CC=NC1=2)=[N+](C)C)C.F[P-](F)(F)(F)(F)F.[NH2:25][C:26]1[C:27]([C:36]([OH:38])=O)=[CH:28][C:29]2[C:34]([CH:35]=1)=[CH:33][CH:32]=[CH:31][CH:30]=2.Cl.[NH2:40][C@H:41]([C:50]([O:52][C:53]([CH3:56])([CH3:55])[CH3:54])=[O:51])[CH2:42][C:43]([O:45][C:46]([CH3:49])([CH3:48])[CH3:47])=[O:44].C(N(CC)C(C)C)(C)C.C([O-])(O)=O.[Na+]. Product: [NH2:25][C:26]1[C:27]([C:36]([NH:40][C@H:41]([C:50]([O:52][C:53]([CH3:56])([CH3:55])[CH3:54])=[O:51])[CH2:42][C:43]([O:45][C:46]([CH3:48])([CH3:49])[CH3:47])=[O:44])=[O:38])=[CH:28][C:29]2[C:34]([CH:35]=1)=[CH:33][CH:32]=[CH:31][CH:30]=2. The catalyst class is: 39.